This data is from Reaction yield outcomes from USPTO patents with 853,638 reactions. The task is: Predict the reaction yield, written as a fraction of the theoretical maximum amount of product (1.0 means a 100% yield; for example, 0.34 means a 34% yield). (1) The reactants are [O:1]1[C:5]2[CH:6]=[CH:7][C:8]([S:10][C:11]3[NH:12][C:13]4[C:18]([N:19]=3)=[C:17]([NH2:20])[N:16]=[CH:15][N:14]=4)=[CH:9][C:4]=2[O:3][CH2:2]1.O.C([O-])([O-])=O.[Cs+].[Cs+].[CH2:28](OS(C1C=CC(C)=CC=1)(=O)=O)[CH2:29][CH2:30][CH3:31]. The catalyst is CN(C=O)C. The product is [O:1]1[C:5]2[CH:6]=[CH:7][C:8]([S:10][C:11]3[N:12]([CH2:28][CH2:29][CH2:30][CH3:31])[C:13]4[C:18]([N:19]=3)=[C:17]([NH2:20])[N:16]=[CH:15][N:14]=4)=[CH:9][C:4]=2[O:3][CH2:2]1. The yield is 0.600. (2) The reactants are [F:1][C:2]1[C:7]([O:8][CH3:9])=[CH:6][CH:5]=[C:4]([F:10])[C:3]=1B(O)O.C(O)(=[O:16])C.OO. The catalyst is O1CCCC1. The product is [F:1][C:2]1[C:7]([O:8][CH3:9])=[CH:6][CH:5]=[C:4]([F:10])[C:3]=1[OH:16]. The yield is 0.880. (3) The reactants are NC1C=CC([NH:8][C:9](=[O:18])[C:10]2[CH:15]=[CH:14][CH:13]=[C:12]([F:16])[C:11]=2[F:17])=CC=1.[F:19][C:20]([F:31])([F:30])[C:21]1O[C:23]([C:26]([F:29])([F:28])[F:27])=[N:24][N:25]=1.[CH3:32][C:33](O)=O.C[N:37]1[C:41](=O)[CH2:40][CH2:39][CH2:38]1. No catalyst specified. The product is [F:19][C:20]([F:31])([F:30])[C:21]1[N:37]([C:41]2[CH:40]=[CH:39][CH:38]=[CH:33][C:32]=2[C:13]2[CH:14]=[CH:15][C:10]([C:9]([NH2:8])=[O:18])=[C:11]([F:17])[C:12]=2[F:16])[C:23]([C:26]([F:29])([F:28])[F:27])=[N:24][N:25]=1. The yield is 0.840.